From a dataset of Retrosynthesis with 50K atom-mapped reactions and 10 reaction types from USPTO. Predict the reactants needed to synthesize the given product. (1) The reactants are: Cc1cccc([N+](=O)[O-])c1Br.O=C1CCC(=O)N1Br. Given the product O=[N+]([O-])c1cccc(CBr)c1Br, predict the reactants needed to synthesize it. (2) Given the product CCOC(=O)Cc1ccc(C)c(OCc2c(C)cccc2C)c1, predict the reactants needed to synthesize it. The reactants are: CCOC(=O)Cc1ccc(C)c(O)c1.Cc1cccc(C)c1CCl. (3) Given the product CCOc1cc(C)nc(N2CCN(C(=O)OC(C)(C)C)CC2)c1, predict the reactants needed to synthesize it. The reactants are: CC(C)(C)OC(=O)N1CCNCC1.CCOc1cc(C)nc(Br)c1. (4) Given the product CCNC(=O)/C=C(C)/C=C/C(F)=C(C)/C=C/c1c(Cl)cc(OC)c(C)c1Cl, predict the reactants needed to synthesize it. The reactants are: CCN.COc1cc(Cl)c(/C=C/C(C)=C(F)/C=C/C(C)=C/C(=O)O)c(Cl)c1C. (5) Given the product CC(C)(C)OC(=O)N1CCC(c2ccc(F)cc2)C(OCc2ccccc2C#N)C1, predict the reactants needed to synthesize it. The reactants are: CC(C)(C)OC(=O)N1CCC(c2ccc(F)cc2)C(O)C1.N#Cc1ccccc1CBr. (6) The reactants are: Cc1cccc(N)c1.Clc1cc(Cl)ncn1. Given the product Cc1cccc(Nc2cc(Cl)ncn2)c1, predict the reactants needed to synthesize it.